Dataset: Catalyst prediction with 721,799 reactions and 888 catalyst types from USPTO. Task: Predict which catalyst facilitates the given reaction. (1) Reactant: [I:1][C:2]1[C:3]([OH:12])=[C:4]([O:10][CH3:11])[CH:5]=[C:6]([CH:9]=1)[CH:7]=[O:8].Cl[CH2:14][C:15]([CH3:17])=[CH2:16].C(=O)([O-])[O-].[K+].[K+]. Product: [I:1][C:2]1[CH:9]=[C:6]([CH:5]=[C:4]([O:10][CH3:11])[C:3]=1[O:12][CH2:16][C:15]([CH3:17])=[CH2:14])[CH:7]=[O:8]. The catalyst class is: 9. (2) Reactant: Br[C:2]1[CH:7]=[CH:6][CH:5]=[CH:4][C:3]=1[O:8][CH3:9].[S:10]1[CH:14]=[CH:13][N:12]=[C:11]1[NH:15][S:16]([C:19]1[CH:20]=[CH:21][C:22]2[NH:27][CH2:26][CH2:25][O:24][C:23]=2[CH:28]=1)(=[O:18])=[O:17].CC1(C)C2C(=C(P(C3C=CC=CC=3)C3C=CC=CC=3)C=CC=2)OC2C(P(C3C=CC=CC=3)C3C=CC=CC=3)=CC=CC1=2.CC(C)([O-])C.[Na+]. Product: [CH3:9][O:8][C:3]1[CH:4]=[CH:5][CH:6]=[CH:7][C:2]=1[N:27]1[CH2:26][CH2:25][O:24][C:23]2[CH:28]=[C:19]([S:16]([NH:15][C:11]3[S:10][CH:14]=[CH:13][N:12]=3)(=[O:18])=[O:17])[CH:20]=[CH:21][C:22]1=2. The catalyst class is: 101. (3) Reactant: [C:1]([N:8]1[CH2:13][CH2:12][CH:11]([OH:14])[CH2:10][CH2:9]1)([O:3][C:4]([CH3:7])([CH3:6])[CH3:5])=[O:2].[H-].[Na+].[C:17]([NH:20][C:21]1[N:22]=[C:23](C2N=CNN=2)[C:24]2[N:30]=[C:29]([C:31]3[CH:36]=[CH:35][C:34]([F:37])=[CH:33][CH:32]=3)[CH:28]=[CH:27][C:25]=2[N:26]=1)(=[O:19])[CH3:18]. Product: [C:17]([NH:20][CH:9]1[CH2:10][CH:11]([OH:14])[CH2:12][CH2:13][N:8]1[C:1]([O:3][C:4]([CH3:7])([CH3:6])[CH3:5])=[O:2])(=[O:19])[CH3:18].[F:37][C:34]1[CH:33]=[CH:32][C:31]([C:29]2[CH:28]=[CH:27][C:25]3[N:26]=[CH:21][N:22]=[CH:23][C:24]=3[N:30]=2)=[CH:36][CH:35]=1. The catalyst class is: 12. (4) Reactant: [NH2:1][CH2:2][C:3]1[N:8]=[CH:7][C:6]([S:9]([CH:12]2[CH2:17][CH2:16][N:15]([C:18]([O:20][C:21]([CH3:24])([CH3:23])[CH3:22])=[O:19])[CH2:14][CH2:13]2)(=[O:11])=[O:10])=[CH:5][CH:4]=1.[O:25]1[C:29]2=[CH:30][N:31]=[CH:32][CH:33]=[C:28]2[CH:27]=[C:26]1[C:34](O)=[O:35].CCN=C=NCCCN(C)C.C1C=CC2N(O)N=NC=2C=1.C(N(CC)CC)C. Product: [O:25]1[C:29]2=[CH:30][N:31]=[CH:32][CH:33]=[C:28]2[CH:27]=[C:26]1[C:34]([NH:1][CH2:2][C:3]1[N:8]=[CH:7][C:6]([S:9]([CH:12]2[CH2:13][CH2:14][N:15]([C:18]([O:20][C:21]([CH3:24])([CH3:23])[CH3:22])=[O:19])[CH2:16][CH2:17]2)(=[O:10])=[O:11])=[CH:5][CH:4]=1)=[O:35]. The catalyst class is: 3. (5) Reactant: N(CCO)(CCO)CCO.[CH2:11]([O:21][C:22]1[C:26]([O:27][CH2:28][CH2:29][CH2:30][CH2:31][CH2:32][CH2:33][CH2:34][CH2:35][CH2:36][CH3:37])=[C:25](C(O)=O)[NH:24][C:23]=1C(O)=O)[CH2:12][CH2:13][CH2:14][CH2:15][CH2:16][CH2:17][CH2:18][CH2:19][CH3:20].C(=O)=O. Product: [CH2:11]([O:21][C:22]1[C:26]([O:27][CH2:28][CH2:29][CH2:30][CH2:31][CH2:32][CH2:33][CH2:34][CH2:35][CH2:36][CH3:37])=[CH:25][NH:24][CH:23]=1)[CH2:12][CH2:13][CH2:14][CH2:15][CH2:16][CH2:17][CH2:18][CH2:19][CH3:20]. The catalyst class is: 6. (6) Reactant: [CH:1]1([C:7](=[O:19])[CH2:8][C:9]2[CH:14]=[CH:13][C:12]([F:15])=[C:11]([N+:16]([O-:18])=[O:17])[CH:10]=2)[CH2:6][CH2:5][CH2:4][CH2:3][CH2:2]1.[H-].[Na+].[CH3:22]I.O. Product: [CH:1]1([C:7](=[O:19])[CH:8]([C:9]2[CH:14]=[CH:13][C:12]([F:15])=[C:11]([N+:16]([O-:18])=[O:17])[CH:10]=2)[CH3:22])[CH2:6][CH2:5][CH2:4][CH2:3][CH2:2]1. The catalyst class is: 1.